Dataset: Full USPTO retrosynthesis dataset with 1.9M reactions from patents (1976-2016). Task: Predict the reactants needed to synthesize the given product. (1) The reactants are: [CH2:1]([N:3]1[CH2:8][N:7]([CH3:9])[CH2:6][N:5]([C:10]2[S:11][C:12]3[C:18]([CH2:19]I)=[CH:17][C:16]([C:21]4[CH:22]=[N:23][C:24]([N:27]5[CH2:32][CH2:31][C:30]([CH3:38])([C:33]([O:35][CH2:36][CH3:37])=[O:34])[CH2:29][CH2:28]5)=[N:25][CH:26]=4)=[CH:15][C:13]=3[N:14]=2)[C:4]1=[O:39])[CH3:2].[CH3:40][O:41][CH2:42][CH2:43][OH:44].[H-].[Na+]. Given the product [CH2:1]([N:3]1[CH2:8][N:7]([CH3:9])[CH2:6][N:5]([C:10]2[S:11][C:12]3[C:18]([CH2:19][O:44][CH2:43][CH2:42][O:41][CH3:40])=[CH:17][C:16]([C:21]4[CH:22]=[N:23][C:24]([N:27]5[CH2:32][CH2:31][C:30]([CH3:38])([C:33]([O:35][CH2:36][CH3:37])=[O:34])[CH2:29][CH2:28]5)=[N:25][CH:26]=4)=[CH:15][C:13]=3[N:14]=2)[C:4]1=[O:39])[CH3:2], predict the reactants needed to synthesize it. (2) Given the product [Cl:1][C:2]1[CH:14]=[CH:13][C:5]([O:6][CH2:7][C:8]([OH:10])=[O:9])=[C:4]([OH:15])[CH:3]=1, predict the reactants needed to synthesize it. The reactants are: [Cl:1][C:2]1[CH:14]=[CH:13][C:5]([O:6][CH2:7][C:8]([O:10]CC)=[O:9])=[C:4]([O:15]C)[CH:3]=1.